Dataset: Peptide-MHC class I binding affinity with 185,985 pairs from IEDB/IMGT. Task: Regression. Given a peptide amino acid sequence and an MHC pseudo amino acid sequence, predict their binding affinity value. This is MHC class I binding data. (1) The peptide sequence is SLGKAVHQV. The MHC is HLA-A02:03 with pseudo-sequence HLA-A02:03. The binding affinity (normalized) is 0.752. (2) The peptide sequence is HAKYMVTDKT. The MHC is HLA-A02:01 with pseudo-sequence HLA-A02:01. The binding affinity (normalized) is 0.